Dataset: Forward reaction prediction with 1.9M reactions from USPTO patents (1976-2016). Task: Predict the product of the given reaction. Given the reactants [CH3:1][N:2]([CH3:20])[C:3]([C:5]1[CH:6]=[C:7]([CH2:14][CH2:15][CH2:16][C:17]([OH:19])=[O:18])[CH:8]=[CH:9][C:10]=1[N+:11]([O-:13])=[O:12])=[O:4].C(=O)([O-])[O-].[K+].[K+].[CH2:27](Br)[C:28]1[CH:33]=[CH:32][CH:31]=[CH:30][CH:29]=1.O, predict the reaction product. The product is: [CH2:27]([O:18][C:17](=[O:19])[CH2:16][CH2:15][CH2:14][C:7]1[CH:8]=[CH:9][C:10]([N+:11]([O-:13])=[O:12])=[C:5]([C:3](=[O:4])[N:2]([CH3:1])[CH3:20])[CH:6]=1)[C:28]1[CH:33]=[CH:32][CH:31]=[CH:30][CH:29]=1.